From a dataset of Reaction yield outcomes from USPTO patents with 853,638 reactions. Predict the reaction yield, written as a fraction of the theoretical maximum amount of product (1.0 means a 100% yield; for example, 0.34 means a 34% yield). (1) The reactants are O=C1C2C(=CC=CC=2)C(=O)[N:3]1[C@H:12]1[C@@H:17]([NH:18][C:19](=[O:27])[O:20][CH2:21][CH2:22][Si:23]([CH3:26])([CH3:25])[CH3:24])[CH2:16][C@H:15]2[C@@H:13]1[CH2:14]2.NN. The catalyst is C(O)C. The product is [NH2:3][C@H:12]1[C@@H:17]([NH:18][C:19](=[O:27])[O:20][CH2:21][CH2:22][Si:23]([CH3:25])([CH3:24])[CH3:26])[CH2:16][C@H:15]2[C@@H:13]1[CH2:14]2. The yield is 0.800. (2) The reactants are CC(C)=O.[F:5][C:6]1[CH:11]=[CH:10][CH:9]=[C:8]([F:12])[C:7]=1[N:13]1[C:18]2[N:19]=[C:20]([NH:38][CH2:39][C:40]3[NH:41][CH:42]=[CH:43][N:44]=3)[N:21]=[C:22]([C:23]3[CH:24]=[C:25]([CH:34]=[CH:35][C:36]=3[CH3:37])[C:26]([NH:28][C:29]3[S:30][CH:31]=[CH:32][N:33]=3)=[O:27])[C:17]=2[CH:16]=[CH:15][C:14]1=[O:45].[C:46]1([S:52]([OH:55])(=[O:54])=[O:53])[CH:51]=[CH:50][CH:49]=[CH:48][CH:47]=1. The catalyst is O. The product is [C:46]1([S:52]([OH:55])(=[O:54])=[O:53])[CH:51]=[CH:50][CH:49]=[CH:48][CH:47]=1.[F:5][C:6]1[CH:11]=[CH:10][CH:9]=[C:8]([F:12])[C:7]=1[N:13]1[C:18]2[N:19]=[C:20]([NH:38][CH2:39][C:40]3[NH:44][CH:43]=[CH:42][N:41]=3)[N:21]=[C:22]([C:23]3[CH:24]=[C:25]([CH:34]=[CH:35][C:36]=3[CH3:37])[C:26]([NH:28][C:29]3[S:30][CH:31]=[CH:32][N:33]=3)=[O:27])[C:17]=2[CH:16]=[CH:15][C:14]1=[O:45]. The yield is 0.832. (3) The reactants are [OH:1][C:2]1[CH:7]=[CH:6][N:5]2[C:8]([C:11]([O:13][CH2:14][CH3:15])=[O:12])=[CH:9][N:10]=[C:4]2[CH:3]=1.F[C:17]1[CH:22]=[CH:21][CH:20]=[CH:19][N:18]=1.C([O-])([O-])=O.[K+].[K+]. The catalyst is CN1C(=O)CCC1. The product is [N:18]1[CH:19]=[CH:20][CH:21]=[CH:22][C:17]=1[O:1][C:2]1[CH:7]=[CH:6][N:5]2[C:8]([C:11]([O:13][CH2:14][CH3:15])=[O:12])=[CH:9][N:10]=[C:4]2[CH:3]=1. The yield is 0.690. (4) The reactants are [H-].[Na+].[F:3][C:4]([F:18])([F:17])[C:5]1[CH:10]=[CH:9][CH:8]=[CH:7][C:6]=1[CH:11]([OH:16])[C:12]([F:15])([F:14])[F:13].[NH2:19][C:20]1[N:25]=[C:24](Cl)[CH:23]=[C:22]([Cl:27])[N:21]=1.O. The catalyst is C1COCC1.C(OCC)(=O)C. The product is [Cl:27][C:22]1[CH:23]=[C:24]([O:16][CH:11]([C:6]2[CH:7]=[CH:8][CH:9]=[CH:10][C:5]=2[C:4]([F:17])([F:18])[F:3])[C:12]([F:13])([F:14])[F:15])[N:25]=[C:20]([NH2:19])[N:21]=1. The yield is 0.710. (5) The reactants are [Cl:1][C:2]1[C:7]([C:8]([CH3:10])=[CH2:9])=[CH:6][C:5]([NH2:11])=[C:4]([O:12][CH3:13])[CH:3]=1. The catalyst is CO.[Ni]. The product is [Cl:1][C:2]1[C:7]([CH:8]([CH3:10])[CH3:9])=[CH:6][C:5]([NH2:11])=[C:4]([O:12][CH3:13])[CH:3]=1. The yield is 0.930.